This data is from Experimentally validated miRNA-target interactions with 360,000+ pairs, plus equal number of negative samples. The task is: Binary Classification. Given a miRNA mature sequence and a target amino acid sequence, predict their likelihood of interaction. (1) The miRNA is hsa-miR-410-5p with sequence AGGUUGUCUGUGAUGAGUUCG. The protein sequence of the target gene is MVQKSRNGGVYPGTSGEKKLKVGFVGLDPGAPDSTRDGALLIAGSEAPKRGSVLSKPRTGGAGAGKPPKRNAFYRKLQNFLYNVLERPRGWAFIYHAYVFLLVFSCLVLSVFSTIKEYEKSSEGALYILEIVTIVVFGVEYFVRIWAAGCCCRYRGWRGRLKFARKPFCVIDIMVLIASIAVLAAGSQGNVFATSALRSLRFLQILRMIRMDRRGGTWKLLGSVVYAHSKELVTAWYIGFLCLILASFLVYLAEKGENDHFDTYADALWWGLITLTTIGYGDKYPQTWNGRLLAATFTLI.... Result: 0 (no interaction). (2) The miRNA is hsa-miR-615-3p with sequence UCCGAGCCUGGGUCUCCCUCUU. The protein sequence of the target gene is MVVFGYEAGTKPRDSGVVPVGTEEAPKVFKMAASMHGQPSPSLEDAKLRRPMVIEIIEKNFDYLRKEMTQNIYQMATFGTTAGFSGIFSNFLFRRCFKVKHDALKTYASLATLPFLSTVVTDKLFVIDALYSDNISKENCVFRSSLIGIVCGVFYPSSLAFTKNGRLATKYHTVPLPPKGRVLIHWMTLCQTQMKLMAIPLVFQIMFGILNGLYHYAVFEETLEKTIHEE. Result: 1 (interaction).